From a dataset of NCI-60 drug combinations with 297,098 pairs across 59 cell lines. Regression. Given two drug SMILES strings and cell line genomic features, predict the synergy score measuring deviation from expected non-interaction effect. (1) Drug 1: C1=NC(=NC(=O)N1C2C(C(C(O2)CO)O)O)N. Drug 2: C1=CC=C(C(=C1)C(C2=CC=C(C=C2)Cl)C(Cl)Cl)Cl. Cell line: RPMI-8226. Synergy scores: CSS=2.75, Synergy_ZIP=-2.80, Synergy_Bliss=-2.35, Synergy_Loewe=-11.9, Synergy_HSA=-3.82. (2) Drug 1: CC1=C(C=C(C=C1)NC(=O)C2=CC=C(C=C2)CN3CCN(CC3)C)NC4=NC=CC(=N4)C5=CN=CC=C5. Drug 2: CS(=O)(=O)CCNCC1=CC=C(O1)C2=CC3=C(C=C2)N=CN=C3NC4=CC(=C(C=C4)OCC5=CC(=CC=C5)F)Cl. Cell line: BT-549. Synergy scores: CSS=-3.34, Synergy_ZIP=2.52, Synergy_Bliss=-1.27, Synergy_Loewe=-7.20, Synergy_HSA=-7.20. (3) Drug 1: C1=CC(=CC=C1CCC2=CNC3=C2C(=O)NC(=N3)N)C(=O)NC(CCC(=O)O)C(=O)O. Drug 2: COCCOC1=C(C=C2C(=C1)C(=NC=N2)NC3=CC=CC(=C3)C#C)OCCOC.Cl. Cell line: A498. Synergy scores: CSS=26.9, Synergy_ZIP=-3.92, Synergy_Bliss=-1.49, Synergy_Loewe=2.11, Synergy_HSA=4.91. (4) Drug 1: CCC1=CC2CC(C3=C(CN(C2)C1)C4=CC=CC=C4N3)(C5=C(C=C6C(=C5)C78CCN9C7C(C=CC9)(C(C(C8N6C)(C(=O)OC)O)OC(=O)C)CC)OC)C(=O)OC.C(C(C(=O)O)O)(C(=O)O)O. Drug 2: C1=NC(=NC(=O)N1C2C(C(C(O2)CO)O)O)N. Cell line: UACC-257. Synergy scores: CSS=19.5, Synergy_ZIP=-3.53, Synergy_Bliss=2.33, Synergy_Loewe=-9.52, Synergy_HSA=-1.35. (5) Drug 1: C(CC(=O)O)C(=O)CN.Cl. Drug 2: C(CN)CNCCSP(=O)(O)O. Cell line: NCI-H322M. Synergy scores: CSS=27.3, Synergy_ZIP=-7.65, Synergy_Bliss=-1.02, Synergy_Loewe=-25.2, Synergy_HSA=-1.73. (6) Drug 1: CCCCCOC(=O)NC1=NC(=O)N(C=C1F)C2C(C(C(O2)C)O)O. Drug 2: C1C(C(OC1N2C=NC(=NC2=O)N)CO)O. Cell line: SF-268. Synergy scores: CSS=0.901, Synergy_ZIP=1.51, Synergy_Bliss=2.47, Synergy_Loewe=2.43, Synergy_HSA=0.639.